From a dataset of PAMPA (Parallel Artificial Membrane Permeability Assay) permeability data from NCATS. Regression/Classification. Given a drug SMILES string, predict its absorption, distribution, metabolism, or excretion properties. Task type varies by dataset: regression for continuous measurements (e.g., permeability, clearance, half-life) or binary classification for categorical outcomes (e.g., BBB penetration, CYP inhibition). Dataset: pampa_ncats. (1) The compound is CCOC(=O)C1=CC2=C(C=C1)N(C(=C2C(=O)C)C)C3=CC=C(C=C3)OC. The result is 1 (high permeability). (2) The drug is C1=CC=C2C(=C1)C(=NC(=N2)C3=CC=NC=C3)NC4=CC(=C(C=C4)Cl)Cl. The result is 1 (high permeability). (3) The drug is CC1=CC(=O)N(C1=O)NC2=NC(=NC3=C2C(=CC=C3)OC)C4=CC=CS4. The result is 1 (high permeability).